This data is from Catalyst prediction with 721,799 reactions and 888 catalyst types from USPTO. The task is: Predict which catalyst facilitates the given reaction. (1) Reactant: [CH3:1][N:2]([C@@H:18]([C:25]1[CH:30]=[CH:29][CH:28]=[C:27]([NH2:31])[CH:26]=1)[CH2:19][N:20]1[CH2:24][CH2:23][CH2:22][CH2:21]1)[C:3](=[O:17])[CH:4]([C:11]1[CH:16]=[CH:15][CH:14]=[CH:13][CH:12]=1)[C:5]1[CH:10]=[CH:9][CH:8]=[CH:7][CH:6]=1.C(N(C(C)C)CC)(C)C.Cl.CN(C)CCCN=C=NCC.[CH3:53][O:54][CH2:55][CH2:56][O:57][CH2:58][CH2:59][O:60][CH2:61][CH2:62][O:63][CH2:64][CH2:65][O:66][CH2:67][CH2:68][O:69][CH2:70][C:71](O)=[O:72]. Product: [C:5]1([CH:4]([C:11]2[CH:16]=[CH:15][CH:14]=[CH:13][CH:12]=2)[C:3]([N:2]([CH3:1])[C@@H:18]([C:25]2[CH:26]=[C:27]([NH:31][C:71](=[O:72])[CH2:70][O:69][CH2:68][CH2:67][O:66][CH2:65][CH2:64][O:63][CH2:62][CH2:61][O:60][CH2:59][CH2:58][O:57][CH2:56][CH2:55][O:54][CH3:53])[CH:28]=[CH:29][CH:30]=2)[CH2:19][N:20]2[CH2:24][CH2:23][CH2:22][CH2:21]2)=[O:17])[CH:10]=[CH:9][CH:8]=[CH:7][CH:6]=1. The catalyst class is: 4. (2) Reactant: [Li+].CC([N-]C(C)C)C.C1CCCCC1.[C:15]([O:18][C:19]([CH3:22])([CH3:21])[CH3:20])(=[O:17])[CH3:16].I[CH2:24][CH2:25][CH2:26][Si:27]([O:32][CH3:33])([O:30][CH3:31])[O:28][CH3:29]. Product: [CH3:29][O:28][Si:27]([O:32][CH3:33])([O:30][CH3:31])[CH2:26][CH2:25][CH2:24][CH2:16][C:15]([O:18][C:19]([CH3:22])([CH3:21])[CH3:20])=[O:17]. The catalyst class is: 1. (3) Reactant: C1([CH:7]([N:19]2[C:23]3[CH:24]=[C:25]([F:29])[C:26]([F:28])=[CH:27][C:22]=3[N:21]=[C:20]2C2C(OC)=NC(OC)=CC=2)[CH2:8][O:9]C2C=CC(C(O)=O)=CN=2)CCCCC1.[F:40][C:41]1([F:48])[CH2:46][CH2:45][C:44](=O)[CH2:43][CH2:42]1.[Cl:49][C:50]1[CH:58]=[CH:57][C:53](C(O)=O)=[CH:52][CH:51]=1.[CH2:59]([N+:66]#[C-])[C:60]1[CH:65]=[CH:64][CH:63]=[CH:62][CH:61]=1.Cl.C(=O)(O)[O-].[Na+]. Product: [CH2:59]([NH:66][C:8](=[O:9])[CH:7]([N:19]1[C:23]2[CH:24]=[C:25]([F:29])[C:26]([F:28])=[CH:27][C:22]=2[N:21]=[C:20]1[C:53]1[CH:57]=[CH:58][C:50]([Cl:49])=[CH:51][CH:52]=1)[CH:44]1[CH2:45][CH2:46][C:41]([F:48])([F:40])[CH2:42][CH2:43]1)[C:60]1[CH:65]=[CH:64][CH:63]=[CH:62][CH:61]=1. The catalyst class is: 71. (4) Reactant: [C:1]([NH:4][C:5]1[CH:10]=[CH:9][CH:8]=[CH:7][CH:6]=1)(=[O:3])[CH3:2].[C:11](Cl)(=[O:16])[CH2:12][CH2:13][CH2:14][CH3:15]. Product: [C:11]([C:8]1[CH:9]=[CH:10][C:5]([NH:4][C:1](=[O:3])[CH3:2])=[CH:6][CH:7]=1)(=[O:16])[CH2:12][CH2:13][CH2:14][CH3:15]. The catalyst class is: 534. (5) Reactant: [CH2:1](Br)[C:2]1[CH:7]=[CH:6][CH:5]=[CH:4][CH:3]=1.[OH-].[K+].[NH:11]1[C:15]2[CH:16]=[CH:17][CH:18]=[CH:19][C:14]=2[N:13]=[C:12]1[NH2:20]. Product: [CH2:1]([N:11]1[C:15]2[CH:16]=[CH:17][CH:18]=[CH:19][C:14]=2[N:13]=[C:12]1[NH2:20])[C:2]1[CH:7]=[CH:6][CH:5]=[CH:4][CH:3]=1. The catalyst class is: 8.